This data is from Reaction yield outcomes from USPTO patents with 853,638 reactions. The task is: Predict the reaction yield, written as a fraction of the theoretical maximum amount of product (1.0 means a 100% yield; for example, 0.34 means a 34% yield). The reactants are C[O:2][C:3](=[O:30])[C@@H:4]([N:12]1[CH2:16][C:15]([O:17][C:18]2[CH:23]=[CH:22][CH:21]=[C:20]([O:24][C:25]([F:28])([F:27])[F:26])[CH:19]=2)=[CH:14][C:13]1=[O:29])[CH2:5][CH:6]1[CH2:11][CH2:10][CH2:9][CH2:8][CH2:7]1.[OH-].[Li+]. The catalyst is O1CCCC1.O. The product is [CH:6]1([CH2:5][C@H:4]([N:12]2[CH2:16][C:15]([O:17][C:18]3[CH:23]=[CH:22][CH:21]=[C:20]([O:24][C:25]([F:26])([F:27])[F:28])[CH:19]=3)=[CH:14][C:13]2=[O:29])[C:3]([OH:30])=[O:2])[CH2:11][CH2:10][CH2:9][CH2:8][CH2:7]1. The yield is 0.760.